Dataset: Full USPTO retrosynthesis dataset with 1.9M reactions from patents (1976-2016). Task: Predict the reactants needed to synthesize the given product. Given the product [OH:18][CH2:17][C:16]1[N:11]2[CH:10]=[CH:9][C:8]3[C@@H:7]([O:20][CH2:21][CH2:22][OH:23])[C@H:6]([OH:24])[C@@H:5]([C:31]4[CH:36]=[CH:35][CH:34]=[CH:33][CH:32]=4)[NH:4][C:13]=3[C:12]2=[N:14][C:15]=1[CH3:19], predict the reactants needed to synthesize it. The reactants are: C([N:4]1[C:13]2[C:12]3=[N:14][C:15]([CH3:19])=[C:16]([CH2:17][OH:18])[N:11]3[CH:10]=[CH:9][C:8]=2[C@@H:7]([O:20][CH2:21][CH2:22][OH:23])[C@H:6]([O:24]C(=O)C(C)(C)C)[C@H:5]1[C:31]1[CH:36]=[CH:35][CH:34]=[CH:33][CH:32]=1)(=O)C.C(=O)([O-])[O-].[K+].[K+].